Dataset: Merck oncology drug combination screen with 23,052 pairs across 39 cell lines. Task: Regression. Given two drug SMILES strings and cell line genomic features, predict the synergy score measuring deviation from expected non-interaction effect. (1) Drug 1: Nc1ccn(C2OC(CO)C(O)C2(F)F)c(=O)n1. Drug 2: NC(=O)c1cccc2cn(-c3ccc(C4CCCNC4)cc3)nc12. Cell line: OVCAR3. Synergy scores: synergy=-7.75. (2) Drug 1: COc1cccc2c1C(=O)c1c(O)c3c(c(O)c1C2=O)CC(O)(C(=O)CO)CC3OC1CC(N)C(O)C(C)O1. Drug 2: Cn1c(=O)n(-c2ccc(C(C)(C)C#N)cc2)c2c3cc(-c4cnc5ccccc5c4)ccc3ncc21. Cell line: RPMI7951. Synergy scores: synergy=-8.58. (3) Synergy scores: synergy=-4.26. Drug 1: NC1(c2ccc(-c3nc4ccn5c(=O)[nH]nc5c4cc3-c3ccccc3)cc2)CCC1. Drug 2: CC(C)CC(NC(=O)C(Cc1ccccc1)NC(=O)c1cnccn1)B(O)O. Cell line: NCIH23. (4) Drug 1: O=S1(=O)NC2(CN1CC(F)(F)F)C1CCC2Cc2cc(C=CCN3CCC(C(F)(F)F)CC3)ccc2C1. Drug 2: CC(C)CC(NC(=O)C(Cc1ccccc1)NC(=O)c1cnccn1)B(O)O. Cell line: MDAMB436. Synergy scores: synergy=-1.24. (5) Drug 1: CC1CC2C3CCC4=CC(=O)C=CC4(C)C3(F)C(O)CC2(C)C1(O)C(=O)CO. Drug 2: C=CCn1c(=O)c2cnc(Nc3ccc(N4CCN(C)CC4)cc3)nc2n1-c1cccc(C(C)(C)O)n1. Cell line: A375. Synergy scores: synergy=8.72. (6) Drug 1: Cn1nnc2c(C(N)=O)ncn2c1=O. Drug 2: Cn1cc(-c2cnn3c(N)c(Br)c(C4CCCNC4)nc23)cn1. Cell line: LOVO. Synergy scores: synergy=5.77. (7) Drug 1: O=S1(=O)NC2(CN1CC(F)(F)F)C1CCC2Cc2cc(C=CCN3CCC(C(F)(F)F)CC3)ccc2C1. Drug 2: CCC1(O)CC2CN(CCc3c([nH]c4ccccc34)C(C(=O)OC)(c3cc4c(cc3OC)N(C)C3C(O)(C(=O)OC)C(OC(C)=O)C5(CC)C=CCN6CCC43C65)C2)C1. Cell line: EFM192B. Synergy scores: synergy=24.9. (8) Drug 1: COc1cccc2c1C(=O)c1c(O)c3c(c(O)c1C2=O)CC(O)(C(=O)CO)CC3OC1CC(N)C(O)C(C)O1. Drug 2: CNC(=O)c1cc(Oc2ccc(NC(=O)Nc3ccc(Cl)c(C(F)(F)F)c3)cc2)ccn1. Cell line: OCUBM. Synergy scores: synergy=-4.04.